Task: Predict the product of the given reaction.. Dataset: Forward reaction prediction with 1.9M reactions from USPTO patents (1976-2016) (1) The product is: [O:46]1[C:50]2[CH:51]=[CH:52][C:53](/[CH:55]=[CH:56]/[C:57]([N:40]3[CH2:39][C@H:38]([CH2:41][CH:42]([CH3:44])[CH3:43])[NH:37][C:36](=[O:45])[C@@H:35]3[CH2:31][CH:32]([CH3:34])[CH3:33])=[O:58])=[CH:54][C:49]=2[O:48][CH2:47]1. Given the reactants C([C@@H]1N(C(=O)C2C=CC(OC3C=CC=CC=3)=CC=2)C[C@H](CC(C)C)NC1=O)C(C)C.[CH2:31]([C@@H:35]1[NH:40][CH2:39][C@H:38]([CH2:41][CH:42]([CH3:44])[CH3:43])[NH:37][C:36]1=[O:45])[CH:32]([CH3:34])[CH3:33].[O:46]1[C:50]2[CH:51]=[CH:52][C:53](/[CH:55]=[CH:56]/[C:57](O)=[O:58])=[CH:54][C:49]=2[O:48][CH2:47]1, predict the reaction product. (2) The product is: [NH2:15][C@@H:16]1[CH2:17][CH2:18][C@H:19]([N:22]2[C:27](=[O:28])[C:26]3[CH:29]=[C:30]([F:33])[CH:31]=[N:32][C:25]=3[N:24]([C:34]3[CH:35]=[C:36]([CH:41]=[CH:42][CH:43]=3)[C:37]([O:39][CH3:40])=[O:38])[C:23]2=[O:44])[CH2:20][CH2:21]1. Given the reactants Cl.O1CCOCC1.C(OC([NH:15][C@@H:16]1[CH2:21][CH2:20][C@H:19]([N:22]2[C:27](=[O:28])[C:26]3[CH:29]=[C:30]([F:33])[CH:31]=[N:32][C:25]=3[N:24]([C:34]3[CH:35]=[C:36]([CH:41]=[CH:42][CH:43]=3)[C:37]([O:39][CH3:40])=[O:38])[C:23]2=[O:44])[CH2:18][CH2:17]1)=O)(C)(C)C.C(=O)([O-])[O-].[Na+].[Na+], predict the reaction product. (3) Given the reactants Br[C:2]1[CH:3]=[CH:4][C:5]2[O:11][CH2:10][CH2:9][N:8]3[C:12]([C:18]([NH:20][CH:21]([CH3:23])[CH3:22])=[O:19])=[C:13]([C:15]([NH2:17])=[O:16])[N:14]=[C:7]3[C:6]=2[CH:24]=1.[C:25]([C@:27]1([OH:34])[CH2:31][CH2:30][N:29]([CH3:32])[C:28]1=[O:33])#[CH:26], predict the reaction product. The product is: [OH:34][C@@:27]1([C:25]#[C:26][C:2]2[CH:3]=[CH:4][C:5]3[O:11][CH2:10][CH2:9][N:8]4[C:12]([C:18]([NH:20][CH:21]([CH3:23])[CH3:22])=[O:19])=[C:13]([C:15]([NH2:17])=[O:16])[N:14]=[C:7]4[C:6]=3[CH:24]=2)[CH2:31][CH2:30][N:29]([CH3:32])[C:28]1=[O:33]. (4) Given the reactants [CH2:1]([NH:8][CH2:9][CH2:10][OH:11])[C:2]1[CH:7]=[CH:6][CH:5]=[CH:4][CH:3]=1.[H-].[Na+].[S:14](Cl)(Cl)=[O:15], predict the reaction product. The product is: [O:15]=[S:14]1[N:8]([CH2:1][C:2]2[CH:7]=[CH:6][CH:5]=[CH:4][CH:3]=2)[CH2:9][CH2:10][O:11]1. (5) Given the reactants [Br:1]C1C=CC2OCC(=O)NC=2N=1.[H-].[Na+].CS(OCCN1CCC([NH:28][C:29]([O:31][C:32](C)(C)C)=O)CC1)(=O)=O.COC1C=[C:46]2[C:41](C=C[C:44](=[O:64])[N:45]2[CH2:48][CH2:49][N:50]2[CH2:55][CH2:54][CH:53]([NH:56][C:57](=[O:63])[O:58][C:59]([CH3:62])([CH3:61])[CH3:60])[CH2:52][CH2:51]2)=[CH:40][CH:39]=1, predict the reaction product. The product is: [Br:1][C:40]1[CH:39]=[N:28][C:29]2[O:31][CH2:32][C:44](=[O:64])[N:45]([CH2:48][CH2:49][N:50]3[CH2:55][CH2:54][CH:53]([NH:56][C:57](=[O:63])[O:58][C:59]([CH3:60])([CH3:61])[CH3:62])[CH2:52][CH2:51]3)[C:46]=2[CH:41]=1. (6) Given the reactants [C:1]([Si:5]([CH3:23])([CH3:22])[O:6][C:7]1[CH:8]=[CH:9][C:10]2[C:11]3[CH2:21][CH2:20][O:19][CH2:18][C:12]=3[C:13](=[O:17])[O:14][C:15]=2[CH:16]=1)([CH3:4])([CH3:3])[CH3:2].CC(C[AlH]CC(C)C)C, predict the reaction product. The product is: [C:1]([Si:5]([CH3:23])([CH3:22])[O:6][C:7]1[CH:8]=[CH:9][C:10]2[C:11]3[CH2:21][CH2:20][O:19][CH2:18][C:12]=3[CH:13]([OH:17])[O:14][C:15]=2[CH:16]=1)([CH3:4])([CH3:3])[CH3:2]. (7) Given the reactants Br[C:2]1[CH:3]=[CH:4][C:5]2[CH2:6][O:7][CH2:8][C:9]3[C:10]=2[C:11]=1[CH:12]=[CH:13][CH:14]=3.[CH3:15][C@@H:16]1[CH2:21][NH:20][CH2:19][CH2:18][NH:17]1.C1(P(C2C=CC=CC=2)C2C=CC3C(=CC=CC=3)C=2C2C3C(=CC=CC=3)C=CC=2P(C2C=CC=CC=2)C2C=CC=CC=2)C=CC=CC=1.CC(C)([O-])C.[Na+], predict the reaction product. The product is: [CH3:15][C@H:16]1[NH:17][CH2:18][CH2:19][N:20]([C:2]2[CH:3]=[CH:4][C:5]3[CH2:6][O:7][CH2:8][C:9]4[C:10]=3[C:11]=2[CH:12]=[CH:13][CH:14]=4)[CH2:21]1. (8) Given the reactants Cl[C:2]1[N:3]([CH2:28][CH2:29][CH3:30])[C:4](=[O:27])[C:5]2[NH:6][C:7]([C:11]3[CH:12]=[N:13][N:14]([CH2:16][C:17]4[CH:22]=[CH:21][CH:20]=[C:19]([C:23]([F:26])([F:25])[F:24])[CH:18]=4)[CH:15]=3)=[N:8][C:9]=2[N:10]=1.[F:31][C:32]([F:43])([F:42])[C:33]1C=CC(B(O)O)=C[CH:34]=1.C([O-])(O)=O.[Na+].[CH2:49]1[CH2:53]O[CH2:51][CH2:50]1, predict the reaction product. The product is: [CH2:28]([N:3]1[C:4](=[O:27])[C:5]2[NH:6][C:7]([C:11]3[CH:12]=[N:13][N:14]([CH2:16][C:17]4[CH:22]=[CH:21][CH:20]=[C:19]([C:23]([F:26])([F:25])[F:24])[CH:18]=4)[CH:15]=3)=[N:8][C:9]=2[N:10]=[C:2]1[C:49]1[CH:50]=[CH:51][C:33]([C:32]([F:43])([F:42])[F:31])=[CH:34][CH:53]=1)[CH2:29][CH3:30].